From a dataset of Catalyst prediction with 721,799 reactions and 888 catalyst types from USPTO. Predict which catalyst facilitates the given reaction. Product: [C:3]([N:6]1[C:15]2[C:10](=[CH:11][C:12]([C:16]3[CH:21]=[CH:20][C:19]([CH2:22][C:23]([OH:25])=[O:24])=[CH:18][CH:17]=3)=[CH:13][CH:14]=2)[C@H:9]([NH:28][C:29]([O:31][CH:32]([CH3:34])[CH3:33])=[O:30])[CH2:8][C@@H:7]1[CH3:35])(=[O:5])[CH3:4]. Reactant: [OH-].[Li+].[C:3]([N:6]1[C:15]2[C:10](=[CH:11][C:12]([C:16]3[CH:21]=[CH:20][C:19]([CH2:22][C:23]([O:25]CC)=[O:24])=[CH:18][CH:17]=3)=[CH:13][CH:14]=2)[C@H:9]([NH:28][C:29]([O:31][CH:32]([CH3:34])[CH3:33])=[O:30])[CH2:8][C@@H:7]1[CH3:35])(=[O:5])[CH3:4]. The catalyst class is: 5.